Dataset: Catalyst prediction with 721,799 reactions and 888 catalyst types from USPTO. Task: Predict which catalyst facilitates the given reaction. (1) Reactant: [NH:1]1[CH:5]=[C:4]([CH2:6][CH2:7][C:8]([OH:10])=O)[N:3]=[N:2]1.Cl.[NH2:12][CH:13]1[CH2:18][CH2:17][N:16]([C:19]([O:21][CH2:22][C:23]2[CH:28]=[C:27]([Cl:29])[CH:26]=[C:25]([Cl:30])[CH:24]=2)=[O:20])[CH2:15][CH2:14]1.CCN(C(C)C)C(C)C.C(P1(=O)OP(CCC)(=O)OP(CCC)(=O)O1)CC. Product: [NH:1]1[CH:5]=[C:4]([CH2:6][CH2:7][C:8]([NH:12][CH:13]2[CH2:14][CH2:15][N:16]([C:19]([O:21][CH2:22][C:23]3[CH:28]=[C:27]([Cl:29])[CH:26]=[C:25]([Cl:30])[CH:24]=3)=[O:20])[CH2:17][CH2:18]2)=[O:10])[N:3]=[N:2]1. The catalyst class is: 3. (2) Product: [CH2:11]([N:8]1[C:9]2[C:5](=[C:4]([O:20][CH3:21])[CH:3]=[C:2]([C:22]3[CH:27]=[CH:26][CH:25]=[CH:24][CH:23]=3)[CH:10]=2)[C:6]([C:13](=[O:19])[C:14]([N:16]([CH3:18])[CH3:17])=[O:15])=[CH:7]1)[CH3:12]. Reactant: Br[C:2]1[CH:10]=[C:9]2[C:5]([C:6]([C:13](=[O:19])[C:14]([N:16]([CH3:18])[CH3:17])=[O:15])=[CH:7][N:8]2[CH2:11][CH3:12])=[C:4]([O:20][CH3:21])[CH:3]=1.[C:22]1(B(O)O)[CH:27]=[CH:26][CH:25]=[CH:24][CH:23]=1.C(=O)([O-])[O-].[K+].[K+].O1CCOCC1. The catalyst class is: 535.